This data is from NCI-60 drug combinations with 297,098 pairs across 59 cell lines. The task is: Regression. Given two drug SMILES strings and cell line genomic features, predict the synergy score measuring deviation from expected non-interaction effect. (1) Drug 1: CC1=C2C(C(=O)C3(C(CC4C(C3C(C(C2(C)C)(CC1OC(=O)C(C(C5=CC=CC=C5)NC(=O)OC(C)(C)C)O)O)OC(=O)C6=CC=CC=C6)(CO4)OC(=O)C)OC)C)OC. Drug 2: C1=CC=C(C=C1)NC(=O)CCCCCCC(=O)NO. Cell line: M14. Synergy scores: CSS=34.9, Synergy_ZIP=-1.40, Synergy_Bliss=-4.59, Synergy_Loewe=-14.3, Synergy_HSA=-4.94. (2) Drug 1: C1=NC2=C(N1)C(=S)N=C(N2)N. Cell line: HCC-2998. Drug 2: C1=NC2=C(N=C(N=C2N1C3C(C(C(O3)CO)O)F)Cl)N. Synergy scores: CSS=36.7, Synergy_ZIP=-10.3, Synergy_Bliss=-14.7, Synergy_Loewe=-13.2, Synergy_HSA=-9.16.